From a dataset of NCI-60 drug combinations with 297,098 pairs across 59 cell lines. Regression. Given two drug SMILES strings and cell line genomic features, predict the synergy score measuring deviation from expected non-interaction effect. (1) Drug 1: C1CCC(CC1)NC(=O)N(CCCl)N=O. Drug 2: CC1C(C(CC(O1)OC2CC(OC(C2O)C)OC3=CC4=CC5=C(C(=O)C(C(C5)C(C(=O)C(C(C)O)O)OC)OC6CC(C(C(O6)C)O)OC7CC(C(C(O7)C)O)OC8CC(C(C(O8)C)O)(C)O)C(=C4C(=C3C)O)O)O)O. Cell line: SF-268. Synergy scores: CSS=11.4, Synergy_ZIP=0.586, Synergy_Bliss=3.55, Synergy_Loewe=-69.5, Synergy_HSA=2.27. (2) Drug 1: CCC1=C2CN3C(=CC4=C(C3=O)COC(=O)C4(CC)O)C2=NC5=C1C=C(C=C5)O. Drug 2: CS(=O)(=O)CCNCC1=CC=C(O1)C2=CC3=C(C=C2)N=CN=C3NC4=CC(=C(C=C4)OCC5=CC(=CC=C5)F)Cl. Cell line: IGROV1. Synergy scores: CSS=22.6, Synergy_ZIP=-3.41, Synergy_Bliss=0.512, Synergy_Loewe=1.62, Synergy_HSA=2.91. (3) Drug 1: CC(CN1CC(=O)NC(=O)C1)N2CC(=O)NC(=O)C2. Drug 2: CC(C)NC(=O)C1=CC=C(C=C1)CNNC.Cl. Cell line: SF-268. Synergy scores: CSS=3.27, Synergy_ZIP=-2.65, Synergy_Bliss=-0.322, Synergy_Loewe=-9.88, Synergy_HSA=-4.25. (4) Drug 1: C1C(C(OC1N2C=NC3=C(N=C(N=C32)Cl)N)CO)O. Cell line: NCI-H322M. Drug 2: C#CCC(CC1=CN=C2C(=N1)C(=NC(=N2)N)N)C3=CC=C(C=C3)C(=O)NC(CCC(=O)O)C(=O)O. Synergy scores: CSS=36.4, Synergy_ZIP=-1.33, Synergy_Bliss=-9.96, Synergy_Loewe=-31.3, Synergy_HSA=-11.7. (5) Drug 1: C1CN(CCN1C(=O)CCBr)C(=O)CCBr. Drug 2: C(CN)CNCCSP(=O)(O)O. Cell line: OVCAR-4. Synergy scores: CSS=4.67, Synergy_ZIP=0.590, Synergy_Bliss=2.92, Synergy_Loewe=-1.17, Synergy_HSA=0.920. (6) Drug 1: CC1C(C(=O)NC(C(=O)N2CCCC2C(=O)N(CC(=O)N(C(C(=O)O1)C(C)C)C)C)C(C)C)NC(=O)C3=C4C(=C(C=C3)C)OC5=C(C(=O)C(=C(C5=N4)C(=O)NC6C(OC(=O)C(N(C(=O)CN(C(=O)C7CCCN7C(=O)C(NC6=O)C(C)C)C)C)C(C)C)C)N)C. Drug 2: C1=CC=C(C(=C1)C(C2=CC=C(C=C2)Cl)C(Cl)Cl)Cl. Cell line: TK-10. Synergy scores: CSS=0.467, Synergy_ZIP=-7.73, Synergy_Bliss=-17.0, Synergy_Loewe=-91.7, Synergy_HSA=-16.3. (7) Drug 1: COC1=C(C=C2C(=C1)N=CN=C2NC3=CC(=C(C=C3)F)Cl)OCCCN4CCOCC4. Drug 2: CCC(=C(C1=CC=CC=C1)C2=CC=C(C=C2)OCCN(C)C)C3=CC=CC=C3.C(C(=O)O)C(CC(=O)O)(C(=O)O)O. Cell line: COLO 205. Synergy scores: CSS=13.1, Synergy_ZIP=3.95, Synergy_Bliss=6.77, Synergy_Loewe=-5.17, Synergy_HSA=-0.565.